From a dataset of Forward reaction prediction with 1.9M reactions from USPTO patents (1976-2016). Predict the product of the given reaction. (1) Given the reactants [N+:1]([C:4]1[C:5]([S:10]([NH2:13])(=[O:12])=[O:11])=[N:6][CH:7]=[CH:8][CH:9]=1)([O-])=O.[Cl-].[NH4+].C(OCC)(=O)C, predict the reaction product. The product is: [NH2:1][C:4]1[C:5]([S:10]([NH2:13])(=[O:12])=[O:11])=[N:6][CH:7]=[CH:8][CH:9]=1. (2) The product is: [N:32]1[CH:33]=[CH:34][CH:35]=[CH:36][C:31]=1[CH:30]([NH:37][C:38]([C:40]1[CH:41]=[N:42][C:43]2[C:48]([CH:49]=1)=[CH:47][CH:46]=[C:45]([NH:50][C:11](=[O:13])[C:10]1[CH:14]=[CH:15][CH:16]=[C:17]([O:18][CH3:19])[C:9]=1[O:8][CH2:1][C:2]1[CH:3]=[CH:4][CH:5]=[CH:6][CH:7]=1)[CH:44]=2)=[O:39])[C:25]1[CH:26]=[CH:27][CH:28]=[CH:29][N:24]=1. Given the reactants [CH2:1]([O:8][C:9]1[C:17]([O:18][CH3:19])=[CH:16][CH:15]=[CH:14][C:10]=1[C:11]([OH:13])=O)[C:2]1[CH:7]=[CH:6][CH:5]=[CH:4][CH:3]=1.S(Cl)(Cl)=O.[N:24]1[CH:29]=[CH:28][CH:27]=[CH:26][C:25]=1[CH:30]([NH:37][C:38]([C:40]1[CH:41]=[N:42][C:43]2[C:48]([CH:49]=1)=[CH:47][CH:46]=[C:45]([NH2:50])[CH:44]=2)=[O:39])[C:31]1[CH:36]=[CH:35][CH:34]=[CH:33][N:32]=1.N1C=CC=CC=1, predict the reaction product.